This data is from Reaction yield outcomes from USPTO patents with 853,638 reactions. The task is: Predict the reaction yield, written as a fraction of the theoretical maximum amount of product (1.0 means a 100% yield; for example, 0.34 means a 34% yield). (1) The reactants are [NH2:1][C:2]1[CH:3]=[CH:4][C:5]([N:10]2[CH2:15][CH2:14][N:13]([CH:16]([C:23]3[CH:28]=[CH:27][CH:26]=[CH:25][CH:24]=3)[C:17]3[CH:22]=[CH:21][CH:20]=[CH:19][CH:18]=3)[CH2:12][CH2:11]2)=[C:6]([CH:9]=1)[C:7]#[N:8].C1CCC(N=C=NC2CCCCC2)CC1.[O:44]1[CH2:48][CH2:47][CH:46]([C:49](O)=[O:50])[CH2:45]1.[OH-].[Na+]. The catalyst is ClCCCl.CCOC(C)=O.C(OCC)C. The product is [CH:16]([N:13]1[CH2:12][CH2:11][N:10]([C:5]2[CH:4]=[CH:3][C:2]([NH:1][C:49]([CH:46]3[CH2:47][CH2:48][O:44][CH2:45]3)=[O:50])=[CH:9][C:6]=2[C:7]#[N:8])[CH2:15][CH2:14]1)([C:17]1[CH:22]=[CH:21][CH:20]=[CH:19][CH:18]=1)[C:23]1[CH:24]=[CH:25][CH:26]=[CH:27][CH:28]=1. The yield is 0.505. (2) The reactants are C1N=CN([C:6](N2C=NC=C2)=[O:7])C=1.[C:13]([C:17]1[CH:21]=[C:20]([NH2:22])[N:19]([C:23]2[CH:28]=[CH:27][C:26]([CH3:29])=[CH:25][CH:24]=2)[N:18]=1)([CH3:16])([CH3:15])[CH3:14].[NH2:30][C:31]1[C:40]2[C:35](=[CH:36][CH:37]=[CH:38][CH:39]=2)[C:34]([O:41][CH2:42][CH2:43][C:44]2[CH:49]=[CH:48][N:47]=[C:46]([NH:50][C:51](=[O:57])[O:52][C:53]([CH3:56])([CH3:55])[CH3:54])[CH:45]=2)=[CH:33][CH:32]=1. The catalyst is C(Cl)Cl.CO. The product is [C:53]([O:52][C:51](=[O:57])[NH:50][C:46]1[CH:45]=[C:44]([CH2:43][CH2:42][O:41][C:34]2[C:35]3[C:40](=[CH:39][CH:38]=[CH:37][CH:36]=3)[C:31]([NH:30][C:6]([NH:22][C:20]3[N:19]([C:23]4[CH:24]=[CH:25][C:26]([CH3:29])=[CH:27][CH:28]=4)[N:18]=[C:17]([C:13]([CH3:16])([CH3:15])[CH3:14])[CH:21]=3)=[O:7])=[CH:32][CH:33]=2)[CH:49]=[CH:48][N:47]=1)([CH3:54])([CH3:56])[CH3:55]. The yield is 0.800. (3) The reactants are [Cl:1][C:2]1[C:3]([O:13][CH3:14])=[CH:4][CH:5]=[C:6]2[C:10]=1[NH:9]C(=O)[C:7]2=[O:12].[OH-:15].[Na+].[Na+].[Cl-].OO. The catalyst is O.C(Cl)Cl. The product is [NH2:9][C:10]1[C:2]([Cl:1])=[C:3]([O:13][CH3:14])[CH:4]=[CH:5][C:6]=1[C:7]([OH:12])=[O:15]. The yield is 0.360. (4) The reactants are [N+]([O-])(O)=O.[N+]([O-])(O)=O.[CH3:9][O:10][C:11]1[CH:12]=[C:13]([NH:23][C:24]([NH2:26])=[NH:25])[CH:14]=[CH:15][C:16]=1[N:17]1[CH:21]=[C:20]([CH3:22])[N:19]=[CH:18]1.O=[C:28]([CH2:34][C:35](=O)[CH3:36])[C:29]([O:31][CH2:32][CH3:33])=[O:30].C(=O)([O-])[O-].[K+].[K+]. The catalyst is C(O)C.C(OCC)(=O)C. The product is [CH3:9][O:10][C:11]1[CH:12]=[C:13]([NH:23][C:24]2[N:26]=[C:28]([C:29]([O:31][CH2:32][CH3:33])=[O:30])[CH:34]=[C:35]([CH3:36])[N:25]=2)[CH:14]=[CH:15][C:16]=1[N:17]1[CH:21]=[C:20]([CH3:22])[N:19]=[CH:18]1. The yield is 0.620. (5) The reactants are [Cl:1][C:2]1[CH:7]=[CH:6][C:5]([C:8]([C:10]2[CH:15]=[CH:14][C:13]([CH2:16][N:17]3[CH2:22][CH2:21][O:20][CH2:19][CH2:18]3)=[CH:12][CH:11]=2)=[O:9])=[CH:4][CH:3]=1.[BH4-].[Na+]. The catalyst is C(O)C. The product is [Cl:1][C:2]1[CH:7]=[CH:6][C:5]([CH:8]([C:10]2[CH:15]=[CH:14][C:13]([CH2:16][N:17]3[CH2:18][CH2:19][O:20][CH2:21][CH2:22]3)=[CH:12][CH:11]=2)[OH:9])=[CH:4][CH:3]=1. The yield is 0.870. (6) The product is [Br:1][C:2]1[CH:3]=[C:4]([C:8]#[C:9][C:11]2[CH:12]=[C:13]([OH:17])[CH:14]=[CH:15][CH:16]=2)[CH:5]=[CH:6][CH:7]=1. The reactants are [Br:1][C:2]1[CH:7]=[CH:6][CH:5]=[C:4]([C:8]#[CH:9])[CH:3]=1.I[C:11]1[CH:12]=[C:13]([OH:17])[CH:14]=[CH:15][CH:16]=1.C(N(CC)CC)C. The catalyst is O1CCCC1.Cl[Pd](Cl)([P](C1C=CC=CC=1)(C1C=CC=CC=1)C1C=CC=CC=1)[P](C1C=CC=CC=1)(C1C=CC=CC=1)C1C=CC=CC=1.[Cu]I. The yield is 0.690. (7) The reactants are [CH3:1][O:2][C:3]1[CH:4]=[C:5]2[C:10](=[CH:11][C:12]=1[O:13][CH3:14])[N:9]=[CH:8][CH:7]=[C:6]2[O:15][C:16]1[CH:22]=[CH:21][C:19]([NH2:20])=[C:18]([F:23])[CH:17]=1.C(O)C.[CH3:27][C:28]1[CH:33]=[CH:32][CH:31]=[CH:30][C:29]=1[C:34]([N:36]=[C:37]=[S:38])=[O:35]. The catalyst is C1(C)C=CC=CC=1. The yield is 0.850. The product is [CH3:1][O:2][C:3]1[CH:4]=[C:5]2[C:10](=[CH:11][C:12]=1[O:13][CH3:14])[N:9]=[CH:8][CH:7]=[C:6]2[O:15][C:16]1[CH:22]=[CH:21][C:19]([NH:20][C:37]([NH:36][C:34](=[O:35])[C:29]2[CH:30]=[CH:31][CH:32]=[CH:33][C:28]=2[CH3:27])=[S:38])=[C:18]([F:23])[CH:17]=1. (8) The reactants are [OH:1][C@H:2]([CH3:6])[C:3]([NH2:5])=O.F[B-](F)(F)F.C([O+](CC)CC)C.N[C:20]1[C:21]([NH:29][C@H:30]2[CH2:35][CH2:34][CH2:33][N:32]([C:36]([O:38][C:39]([CH3:42])([CH3:41])[CH3:40])=[O:37])[CH2:31]2)=[C:22]2[S:28][CH:27]=[CH:26][C:23]2=[N:24][CH:25]=1. The catalyst is O1CCCC1.C(O)C. The product is [OH:1][C@@H:2]([C:3]1[N:29]([C@H:30]2[CH2:35][CH2:34][CH2:33][N:32]([C:36]([O:38][C:39]([CH3:42])([CH3:41])[CH3:40])=[O:37])[CH2:31]2)[C:21]2=[C:22]3[S:28][CH:27]=[CH:26][C:23]3=[N:24][CH:25]=[C:20]2[N:5]=1)[CH3:6]. The yield is 0.860. (9) The reactants are Cl.[CH:2]([CH:15]1[C:20](=[O:21])[CH2:19][CH2:18][NH:17][CH2:16]1)([C:9]1[CH:14]=[CH:13][CH:12]=[CH:11][CH:10]=1)[C:3]1[CH:8]=[CH:7][CH:6]=[CH:5][CH:4]=1.C(N(C(C)C)CC)(C)C.[CH2:31]([O:33][C:34]1[CH:41]=[CH:40][CH:39]=[C:38]([O:42][CH3:43])[C:35]=1[CH2:36]O)[CH3:32].C(OC(C)C)(C)C. The product is [CH:2]([CH:15]1[C:20](=[O:21])[CH2:19][CH2:18][N:17]([CH2:36][C:35]2[C:38]([O:42][CH3:43])=[CH:39][CH:40]=[CH:41][C:34]=2[O:33][CH2:31][CH3:32])[CH2:16]1)([C:9]1[CH:14]=[CH:13][CH:12]=[CH:11][CH:10]=1)[C:3]1[CH:4]=[CH:5][CH:6]=[CH:7][CH:8]=1. The yield is 0.430. The catalyst is O.C(OCC)(=O)C.ClCCl.